From a dataset of Forward reaction prediction with 1.9M reactions from USPTO patents (1976-2016). Predict the product of the given reaction. Given the reactants [F:1][C:2]1[CH:7]=[CH:6][CH:5]=[C:4]([F:8])[C:3]=1[C:9](=[O:16])[CH2:10][C:11]([O:13][CH2:14][CH3:15])=[O:12].C(N(CC)CC)C.C(NC1C=CC(S([N:37]=[N+:38]=[N-])(=O)=O)=CC=1)(=O)C, predict the reaction product. The product is: [N+:37](=[C:10]([C:9]([C:3]1[C:2]([F:1])=[CH:7][CH:6]=[CH:5][C:4]=1[F:8])=[O:16])[C:11]([O:13][CH2:14][CH3:15])=[O:12])=[N-:38].